Dataset: Peptide-MHC class I binding affinity with 185,985 pairs from IEDB/IMGT. Task: Regression. Given a peptide amino acid sequence and an MHC pseudo amino acid sequence, predict their binding affinity value. This is MHC class I binding data. (1) The peptide sequence is ETALPQDSY. The MHC is HLA-A23:01 with pseudo-sequence HLA-A23:01. The binding affinity (normalized) is 0.0847. (2) The peptide sequence is QDFTEVQLGI. The MHC is H-2-Kk with pseudo-sequence H-2-Kk. The binding affinity (normalized) is 0.178. (3) The peptide sequence is QHLCGSHLV. The MHC is HLA-A02:01 with pseudo-sequence HLA-A02:01. The binding affinity (normalized) is 0.157. (4) The peptide sequence is PTDYMSSKL. The MHC is HLA-A03:01 with pseudo-sequence HLA-A03:01. The binding affinity (normalized) is 0.0847. (5) The peptide sequence is RTRCKYVGCT. The MHC is HLA-A02:06 with pseudo-sequence HLA-A02:06. The binding affinity (normalized) is 0.135. (6) The peptide sequence is KRSQDSPLK. The MHC is HLA-A69:01 with pseudo-sequence HLA-A69:01. The binding affinity (normalized) is 0.0847. (7) The peptide sequence is KVKYLYFIK. The MHC is HLA-A31:01 with pseudo-sequence HLA-A31:01. The binding affinity (normalized) is 1.00. (8) The peptide sequence is LIGLTARATW. The MHC is HLA-B53:01 with pseudo-sequence HLA-B53:01. The binding affinity (normalized) is 0.306.